This data is from Catalyst prediction with 721,799 reactions and 888 catalyst types from USPTO. The task is: Predict which catalyst facilitates the given reaction. Reactant: FC(F)(F)C(O)=O.[Cl:8][C:9]1[CH:14]=[CH:13][C:12]([N:15]2[CH2:20][CH2:19][N:18]([C:21]3[N:22]=[C:23]([N:31]4[CH2:35][CH2:34][CH2:33][C@H:32]4[CH2:36][NH2:37])[C:24]4[S:29](=[O:30])[CH2:28][CH2:27][C:25]=4[N:26]=3)[CH2:17][CH2:16]2)=[CH:11][CH:10]=1.[C:38]1([N:44]=[C:45]=[O:46])[CH:43]=[CH:42][CH:41]=[CH:40][CH:39]=1. Product: [Cl:8][C:9]1[CH:14]=[CH:13][C:12]([N:15]2[CH2:16][CH2:17][N:18]([C:21]3[N:22]=[C:23]([N:31]4[CH2:35][CH2:34][CH2:33][C@H:32]4[CH2:36][NH:37][C:45]([NH:44][C:38]4[CH:43]=[CH:42][CH:41]=[CH:40][CH:39]=4)=[O:46])[C:24]4[S:29](=[O:30])[CH2:28][CH2:27][C:25]=4[N:26]=3)[CH2:19][CH2:20]2)=[CH:11][CH:10]=1. The catalyst class is: 4.